Task: Predict the reactants needed to synthesize the given product.. Dataset: Full USPTO retrosynthesis dataset with 1.9M reactions from patents (1976-2016) Given the product [O:16]1[CH2:17][CH2:18][CH2:19][CH:15]1[CH2:14][O:13][C:8]1[CH:9]=[CH:10][CH:11]=[CH:12][C:7]=1[C:6]1[NH:25][C:23](=[S:24])[NH:22][C:4](=[O:3])[CH:5]=1, predict the reactants needed to synthesize it. The reactants are: C([O:3][C:4](=O)[CH2:5][C:6](=O)[C:7]1[CH:12]=[CH:11][CH:10]=[CH:9][C:8]=1[O:13][CH2:14][CH:15]1[CH2:19][CH2:18][CH2:17][O:16]1)C.[NH2:22][C:23]([NH2:25])=[S:24].C([O-])([O-])=O.[K+].[K+].Cl.